This data is from Full USPTO retrosynthesis dataset with 1.9M reactions from patents (1976-2016). The task is: Predict the reactants needed to synthesize the given product. Given the product [Cl:15][C:16]1[CH:17]=[CH:18][C:19]([C:22]2[N:24]=[C:12]([C:3]3[CH:2]=[CH:11][C:10]([C:2]4[CH:11]=[CH:10][CH:5]=[CH:4][C:3]=4[CH3:12])=[C:5]([CH2:6][O:8][CH3:9])[CH:4]=3)[O:13][N:23]=2)=[CH:20][N:21]=1, predict the reactants needed to synthesize it. The reactants are: Br[C:2]1[CH:11]=[CH:10][C:5]([C:6]([O:8][CH3:9])=O)=[CH:4][C:3]=1[CH2:12][O:13]C.[Cl:15][C:16]1[N:21]=[CH:20][C:19]([C:22](=[N:24]O)[NH2:23])=[CH:18][CH:17]=1.